Dataset: Reaction yield outcomes from USPTO patents with 853,638 reactions. Task: Predict the reaction yield, written as a fraction of the theoretical maximum amount of product (1.0 means a 100% yield; for example, 0.34 means a 34% yield). The reactants are [C:9](O[C:9]([O:11][C:12]([CH3:15])([CH3:14])[CH3:13])=[O:10])([O:11][C:12]([CH3:15])([CH3:14])[CH3:13])=[O:10].[NH:16]1[C:24]2[CH:23]=[CH:22][CH:21]=[C:20]([C:25]([O:27][CH3:28])=[O:26])[C:19]=2[CH:18]=[CH:17]1. The product is [N:16]1([C:9]([O:11][C:12]([CH3:13])([CH3:14])[CH3:15])=[O:10])[C:24]2[CH:23]=[CH:22][CH:21]=[C:20]([C:25]([O:27][CH3:28])=[O:26])[C:19]=2[CH:18]=[CH:17]1. The catalyst is CN(C1C=CN=CC=1)C.C(#N)C.C(OCC)(=O)C. The yield is 1.00.